Dataset: Catalyst prediction with 721,799 reactions and 888 catalyst types from USPTO. Task: Predict which catalyst facilitates the given reaction. Reactant: [Br:1][C:2]1[CH:15]=[CH:14][CH:13]=[C:12]([N+:16]([O-])=O)[C:3]=1[O:4][C:5]1([C:8](OC)=[O:9])[CH2:7][CH2:6]1. Product: [Br:1][C:2]1[C:3]2[O:4][C:5]3([CH2:7][CH2:6]3)[C:8](=[O:9])[NH:16][C:12]=2[CH:13]=[CH:14][CH:15]=1. The catalyst class is: 180.